Dataset: HIV replication inhibition screening data with 41,000+ compounds from the AIDS Antiviral Screen. Task: Binary Classification. Given a drug SMILES string, predict its activity (active/inactive) in a high-throughput screening assay against a specified biological target. The compound is O=S(=O)(O)c1cc(N=Nc2ccc(S(=O)(=O)c3ccc(N=Nc4cc(S(=O)(=O)O)c5cccnc5c4O)cc3)cc2)c(O)c2ncccc12.[NaH]. The result is 1 (active).